From a dataset of Forward reaction prediction with 1.9M reactions from USPTO patents (1976-2016). Predict the product of the given reaction. (1) Given the reactants [I:1]I.[CH3:3][O:4][C:5]1[CH:21]=[CH:20][C:8]([CH2:9][N:10]2[C:14]3[N:15]=[CH:16][CH:17]=[C:18]([OH:19])[C:13]=3[CH:12]=[N:11]2)=[CH:7][CH:6]=1.C(=O)(O)[O-].[Na+].OS([O-])(=O)=O.[K+], predict the reaction product. The product is: [I:1][C:17]1[CH:16]=[N:15][C:14]2[N:10]([CH2:9][C:8]3[CH:7]=[CH:6][C:5]([O:4][CH3:3])=[CH:21][CH:20]=3)[N:11]=[CH:12][C:13]=2[C:18]=1[OH:19]. (2) Given the reactants [CH:1]12[O:8][CH:5]([CH2:6][CH2:7]1)[CH2:4][N:3]([C:9]1[C:10]3[CH2:18][O:17][C:16]4([CH2:20][CH2:19]4)[C:11]=3[N:12]=[C:13](Cl)[N:14]=1)[CH2:2]2.[CH3:21][NH:22][C:23]([NH:25][C:26]1[CH:31]=[CH:30][C:29](B2OC(C)(C)C(C)(C)O2)=[CH:28][CH:27]=1)=[O:24].C([O-])(O)=O.[Na+], predict the reaction product. The product is: [CH:1]12[O:8][CH:5]([CH2:6][CH2:7]1)[CH2:4][N:3]([C:9]1[C:10]3[CH2:18][O:17][C:16]4([CH2:20][CH2:19]4)[C:11]=3[N:12]=[C:13]([C:29]3[CH:28]=[CH:27][C:26]([NH:25][C:23]([NH:22][CH3:21])=[O:24])=[CH:31][CH:30]=3)[N:14]=1)[CH2:2]2. (3) Given the reactants [Cl:1][C:2]1[C:3]2[N:4]([C:8]([C:11]3([OH:24])[CH2:16][CH2:15][CH2:14][N:13]([C:17]([O:19][C:20]([CH3:23])([CH3:22])[CH3:21])=[O:18])[CH2:12]3)=[N:9][CH:10]=2)[CH:5]=[CH:6][N:7]=1.[Br:25]N1C(=O)CCC1=O, predict the reaction product. The product is: [Br:25][C:10]1[N:9]=[C:8]([C:11]2([OH:24])[CH2:16][CH2:15][CH2:14][N:13]([C:17]([O:19][C:20]([CH3:21])([CH3:23])[CH3:22])=[O:18])[CH2:12]2)[N:4]2[CH:5]=[CH:6][N:7]=[C:2]([Cl:1])[C:3]=12. (4) Given the reactants [C:1]1([NH2:8])[CH:6]=[CH:5][C:4]([NH2:7])=[CH:3][CH:2]=1.C(=O)([O-])[O-].[Cs+].[Cs+].Cl[C:16]1[N:17]=[C:18]2[CH:23]=[CH:22][CH:21]=[N:20][N:19]2[C:24]=1[C:25]1[N:30]=[C:29]([CH3:31])[N:28]=[C:27]([NH2:32])[CH:26]=1.O, predict the reaction product. The product is: [NH2:32][C:27]1[N:28]=[C:29]([CH3:31])[N:30]=[C:25]([C:24]2[N:19]3[N:20]=[CH:21][CH:22]=[CH:23][C:18]3=[N:17][C:16]=2[NH:7][C:4]2[CH:5]=[CH:6][C:1]([NH2:8])=[CH:2][CH:3]=2)[CH:26]=1. (5) Given the reactants Br[C:2]1[CH:3]=[C:4]([CH:6]=[C:7]([C:9]([F:12])([F:11])[F:10])[CH:8]=1)[NH2:5].CC1C=CC=CC=1P(C1C=CC=CC=1C)C1C=CC=CC=1C.CCN(CC)CC.[CH:42]([N:44]1[C:52](=[O:53])[C:51]2[C:46](=[CH:47][CH:48]=[CH:49][CH:50]=2)[C:45]1=[O:54])=[CH2:43], predict the reaction product. The product is: [NH2:5][C:4]1[CH:3]=[C:2](/[CH:43]=[CH:42]/[N:44]2[C:45](=[O:54])[C:46]3[C:51](=[CH:50][CH:49]=[CH:48][CH:47]=3)[C:52]2=[O:53])[CH:8]=[C:7]([C:9]([F:12])([F:11])[F:10])[CH:6]=1. (6) Given the reactants [NH2:1][C:2]([C:4]1[CH:5]=[CH:6][C:7]([F:27])=[C:8]([S:10]([N:13]2[CH2:19][CH2:18][CH2:17][N:16]([C:20]([O:22][C:23]([CH3:26])([CH3:25])[CH3:24])=[O:21])[CH2:15][CH2:14]2)(=[O:12])=[O:11])[CH:9]=1)=O.CCN(CC)CC.C(=O)=O.CC(O)C.O(S(C(F)(F)F)(=O)=O)S(C(F)(F)F)(=O)=O, predict the reaction product. The product is: [C:2]([C:4]1[CH:5]=[CH:6][C:7]([F:27])=[C:8]([S:10]([N:13]2[CH2:19][CH2:18][CH2:17][N:16]([C:20]([O:22][C:23]([CH3:25])([CH3:24])[CH3:26])=[O:21])[CH2:15][CH2:14]2)(=[O:11])=[O:12])[CH:9]=1)#[N:1].